From a dataset of Full USPTO retrosynthesis dataset with 1.9M reactions from patents (1976-2016). Predict the reactants needed to synthesize the given product. (1) Given the product [C:33]([C:8]1[CH:9]=[C:10]([S:13]([NH:16][C:17]2[S:18][CH:19]=[CH:20][N:21]=2)(=[O:15])=[O:14])[CH:11]=[CH:12][C:7]=1[O:6][C:5]1[CH:35]=[CH:36][C:2]([C:46]2[CH:47]=[CH:48][CH:49]=[CH:50][C:45]=2[O:44][CH3:43])=[CH:3][C:4]=1[C:37]1[N:38]([CH3:42])[N:39]=[CH:40][CH:41]=1)#[N:34], predict the reactants needed to synthesize it. The reactants are: Br[C:2]1[CH:36]=[CH:35][C:5]([O:6][C:7]2[CH:12]=[CH:11][C:10]([S:13]([N:16](CC3C=CC(OC)=CC=3OC)[C:17]3[S:18][CH:19]=[CH:20][N:21]=3)(=[O:15])=[O:14])=[CH:9][C:8]=2[C:33]#[N:34])=[C:4]([C:37]2[N:38]([CH3:42])[N:39]=[CH:40][CH:41]=2)[CH:3]=1.[CH3:43][O:44][C:45]1[CH:50]=[CH:49][CH:48]=[CH:47][C:46]=1B(O)O.C(=O)([O-])[O-].[K+].[K+].FC(F)(F)C(O)=O. (2) Given the product [CH2:1]([O:3][C:4]([C:6]1[C:7]2[O:14][C:13]([C:15](=[O:19])[N:16]([CH3:17])[CH3:18])=[C:12]([NH:39][C:30]3[CH:31]=[CH:32][C:33]([Si:35]([CH3:37])([CH3:36])[CH3:38])=[CH:34][C:29]=3[F:28])[C:8]=2[CH:9]=[N:10][CH:11]=1)=[O:5])[CH3:2], predict the reactants needed to synthesize it. The reactants are: [CH2:1]([O:3][C:4]([C:6]1[C:7]2[O:14][C:13]([C:15](=[O:19])[N:16]([CH3:18])[CH3:17])=[C:12](OS(C(F)(F)F)(=O)=O)[C:8]=2[CH:9]=[N:10][CH:11]=1)=[O:5])[CH3:2].[F:28][C:29]1[CH:34]=[C:33]([Si:35]([CH3:38])([CH3:37])[CH3:36])[CH:32]=[CH:31][C:30]=1[NH2:39].P([O-])([O-])([O-])=O.[K+].[K+].[K+].CC1(C)C2C(=C(P(C3C=CC=CC=3)C3C=CC=CC=3)C=CC=2)OC2C(P(C3C=CC=CC=3)C3C=CC=CC=3)=CC=CC1=2. (3) Given the product [CH2:10]([C:7]1[CH:8]=[CH:2][C:3]([NH2:4])=[CH:5][CH:6]=1)[CH3:11], predict the reactants needed to synthesize it. The reactants are: Cl[C:2]1[CH:8]=[CH:7][CH:6]=[C:5](C)[C:3]=1[NH2:4].[CH2:10](C1C=CC(Br)=CC=1)[CH3:11].CC(C)([O-])C.[Na+].C(P(C(C)(C)C)C(C)(C)C)(C)(C)C.Cl. (4) Given the product [F:49][C:50]1[CH:55]=[CH:54][CH:53]=[C:52]([F:56])[C:51]=1[CH2:57][C:58]([NH:60][C:61](=[S:62])[NH:18][C:4]1[CH:5]=[CH:6][C:7]([O:8][C:9]2[CH:14]=[CH:13][N:12]=[C:11]3[CH:15]=[CH:16][S:17][C:10]=23)=[C:2]([F:1])[CH:3]=1)=[O:59], predict the reactants needed to synthesize it. The reactants are: [F:1][C:2]1[CH:3]=[C:4]([NH2:18])[CH:5]=[CH:6][C:7]=1[O:8][C:9]1[CH:14]=[CH:13][N:12]=[C:11]2[CH:15]=[CH:16][S:17][C:10]=12.FC1C=C(NC(NC(=O)CC2C=CC=CC=2)=S)C=CC=1OC1C=CN=C2C=CSC=12.[F:49][C:50]1[CH:55]=[CH:54][CH:53]=[C:52]([F:56])[C:51]=1[CH2:57][C:58]([N:60]=[C:61]=[S:62])=[O:59]. (5) Given the product [Cl:26][C:23]1[CH:24]=[CH:25][C:20]([C:17]2[C:16]([C:27]3[CH:32]=[CH:31][N:30]=[CH:29][C:28]=3[Cl:33])=[N:15][C:14]([N:11]3[CH2:10][CH2:9][NH:8][CH2:13][CH2:12]3)=[CH:19][N:18]=2)=[CH:21][CH:22]=1, predict the reactants needed to synthesize it. The reactants are: C(OC([N:8]1[CH2:13][CH2:12][N:11]([C:14]2[CH:19]=[N:18][C:17]([C:20]3[CH:25]=[CH:24][C:23]([Cl:26])=[CH:22][CH:21]=3)=[C:16]([C:27]3[CH:32]=[CH:31][N:30]=[CH:29][C:28]=3[Cl:33])[N:15]=2)[CH2:10][CH2:9]1)=O)(C)(C)C.C(O)(C(F)(F)F)=O. (6) The reactants are: Cl[C:2]1[N:3]=[C:4]([NH:20][CH3:21])[C:5]2[CH2:10][CH2:9][CH:8]([C:11]3[CH:16]=[C:15]([F:17])[C:14]([F:18])=[C:13]([F:19])[CH:12]=3)[C:6]=2[N:7]=1.[Cl:22][C:23]1[N:27]=[CH:26][N:25]([C:28]2[CH:34]=[CH:33][C:31]([NH2:32])=[CH:30][C:29]=2[O:35][CH3:36])[N:24]=1. Given the product [Cl:22][C:23]1[N:27]=[CH:26][N:25]([C:28]2[CH:34]=[CH:33][C:31]([NH:32][C:2]3[N:3]=[C:4]([NH:20][CH3:21])[C:5]4[CH2:10][CH2:9][CH:8]([C:11]5[CH:12]=[C:13]([F:19])[C:14]([F:18])=[C:15]([F:17])[CH:16]=5)[C:6]=4[N:7]=3)=[CH:30][C:29]=2[O:35][CH3:36])[N:24]=1, predict the reactants needed to synthesize it. (7) Given the product [CH3:1][O:2][CH2:3][C@H:4]([CH3:31])[O:5][C:6]1[CH:7]=[C:8]([C:23]2[NH:27][C:26]([C:28]([NH:32][CH2:33][C@H:34]([OH:39])[C:35]([F:38])([F:37])[F:36])=[O:30])=[CH:25][CH:24]=2)[CH:9]=[C:10]([O:12][C:13]2[CH:14]=[CH:15][C:16]([S:19]([CH3:22])(=[O:21])=[O:20])=[CH:17][CH:18]=2)[CH:11]=1, predict the reactants needed to synthesize it. The reactants are: [CH3:1][O:2][CH2:3][C@H:4]([CH3:31])[O:5][C:6]1[CH:7]=[C:8]([C:23]2[NH:27][C:26]([C:28]([OH:30])=O)=[CH:25][CH:24]=2)[CH:9]=[C:10]([O:12][C:13]2[CH:18]=[CH:17][C:16]([S:19]([CH3:22])(=[O:21])=[O:20])=[CH:15][CH:14]=2)[CH:11]=1.[NH2:32][CH2:33][C@H:34]([OH:39])[C:35]([F:38])([F:37])[F:36].CCN=C=NCCCN(C)C.Cl. (8) Given the product [CH:15]1([C:9]2[CH:10]=[C:11]([O:14][CH2:20][CH2:21][N:22]3[CH2:26][CH2:25][CH2:24][CH2:23]3)[CH:12]=[CH:13][C:8]=2[C:6]2[N:7]=[C:2]([NH2:1])[CH:3]=[CH:4][CH:5]=2)[CH2:18][CH2:17][CH2:16]1, predict the reactants needed to synthesize it. The reactants are: [NH2:1][C:2]1[N:7]=[C:6]([C:8]2[CH:13]=[CH:12][C:11]([OH:14])=[CH:10][C:9]=2[CH:15]2[CH2:18][CH2:17][CH2:16]2)[CH:5]=[CH:4][CH:3]=1.Cl[CH2:20][CH2:21][N:22]1[CH2:26][CH2:25][CH2:24][CH2:23]1. (9) Given the product [CH:44]1([N:41]2[CH2:40][CH2:39][N:38]([C:34]3[CH:33]=[C:32]([CH2:31][N:26]4[C:27]([CH3:29])=[CH:28][C:24](/[C:8](/[F:7])=[CH:9]/[C:10]5[CH:23]=[CH:22][C:13]([CH2:14][N:15]([CH:19]([CH3:21])[CH3:20])[CH:16]([CH3:17])[CH3:18])=[CH:12][CH:11]=5)=[N:25]4)[CH:37]=[CH:36][N:35]=3)[CH2:43][CH2:42]2)[CH2:46][CH2:45]1, predict the reactants needed to synthesize it. The reactants are: CC(C)([O-])C.[K+].[F:7]/[C:8](/[C:24]1[CH:28]=[C:27]([CH3:29])[NH:26][N:25]=1)=[CH:9]\[C:10]1[CH:23]=[CH:22][C:13]([CH2:14][N:15]([CH:19]([CH3:21])[CH3:20])[CH:16]([CH3:18])[CH3:17])=[CH:12][CH:11]=1.Cl[CH2:31][C:32]1[CH:37]=[CH:36][N:35]=[C:34]([N:38]2[CH2:43][CH2:42][N:41]([CH:44]3[CH2:46][CH2:45]3)[CH2:40][CH2:39]2)[CH:33]=1. (10) The reactants are: [N:1]1[CH:6]=[CH:5][CH:4]=[CH:3][C:2]=1[C:7]1[N:11]=[C:10]([CH2:12][CH2:13][C:14]([OH:16])=O)[O:9][N:8]=1.[Cl:17][C:18]1[CH:31]=[CH:30][C:21]([CH2:22][N:23]2[CH2:28][CH2:27][CH:26]([NH2:29])[CH2:25][CH2:24]2)=[CH:20][C:19]=1[F:32].C(=O)([O-])O.[Na+]. Given the product [Cl:17][C:18]1[CH:31]=[CH:30][C:21]([CH2:22][N:23]2[CH2:28][CH2:27][CH:26]([NH:29][C:14](=[O:16])[CH2:13][CH2:12][C:10]3[O:9][N:8]=[C:7]([C:2]4[CH:3]=[CH:4][CH:5]=[CH:6][N:1]=4)[N:11]=3)[CH2:25][CH2:24]2)=[CH:20][C:19]=1[F:32], predict the reactants needed to synthesize it.